Dataset: Acute oral toxicity (LD50) regression data from Zhu et al.. Task: Regression/Classification. Given a drug SMILES string, predict its toxicity properties. Task type varies by dataset: regression for continuous values (e.g., LD50, hERG inhibition percentage) or binary classification for toxic/non-toxic outcomes (e.g., AMES mutagenicity, cardiotoxicity, hepatotoxicity). Dataset: ld50_zhu. (1) The rat oral LD50 is 3.51, given as -log10 of the dose in mol/kg body weight (higher means more acutely toxic). The compound is CCOP(=S)(OCC)SCc1ccc([N+](=O)[O-])cc1. (2) The molecule is CO[Si](CCCCCCCCCC[Si](OC)(OC)OC)(OC)OC. The rat oral LD50 is 2.24, given as -log10 of the dose in mol/kg body weight (higher means more acutely toxic). (3) The compound is CC(=O)C(C)=O. The rat oral LD50 is 1.74, given as -log10 of the dose in mol/kg body weight (higher means more acutely toxic).